Predict the reaction yield, written as a fraction of the theoretical maximum amount of product (1.0 means a 100% yield; for example, 0.34 means a 34% yield). From a dataset of Reaction yield outcomes from USPTO patents with 853,638 reactions. (1) The reactants are I[C:2]1[N:6]2[CH:7]=[CH:8][CH:9]=[CH:10][C:5]2=[N:4][C:3]=1[C:11]([O:13][CH2:14][CH3:15])=[O:12].[C:16]1([C:22]#[CH:23])[CH:21]=[CH:20][CH:19]=[CH:18][CH:17]=1.C(N(CC)CC)C. The catalyst is CN(C)C=O.[Cu](I)I.C1C=CC(/C=C/C(/C=C/C2C=CC=CC=2)=O)=CC=1.C1C=CC(/C=C/C(/C=C/C2C=CC=CC=2)=O)=CC=1.C1C=CC(/C=C/C(/C=C/C2C=CC=CC=2)=O)=CC=1.[Pd].[Pd]. The product is [C:16]1([C:22]#[C:23][C:2]2[N:6]3[CH:7]=[CH:8][CH:9]=[CH:10][C:5]3=[N:4][C:3]=2[C:11]([O:13][CH2:14][CH3:15])=[O:12])[CH:21]=[CH:20][CH:19]=[CH:18][CH:17]=1. The yield is 0.570. (2) The reactants are C([N:8]1[CH2:17][C:16](=[CH2:18])[C:15]2[N:14]=[C:13]([Cl:19])[CH:12]=[CH:11][C:10]=2[CH2:9]1)C1C=CC=CC=1.[Cl:20]C(OC(Cl)C)=O. The catalyst is ClC(Cl)C. The product is [ClH:19].[ClH:20].[Cl:19][C:13]1[CH:12]=[CH:11][C:10]2[CH2:9][NH:8][CH2:17][C:16](=[CH2:18])[C:15]=2[N:14]=1. The yield is 0.950.